From a dataset of Forward reaction prediction with 1.9M reactions from USPTO patents (1976-2016). Predict the product of the given reaction. (1) Given the reactants [NH2:1][C@@H:2]([CH:4]1[CH2:9][CH2:8][CH:7]([OH:10])[CH2:6][CH2:5]1)[CH3:3].CN(C=O)C.C(N(C(C)C)CC)(C)C.Cl[C:26]1[N:31]=[C:30]([C:32]2[C:40]3[C:35](=[N:36][CH:37]=[C:38]([C:41]([F:44])([F:43])[F:42])[CH:39]=3)[N:34]([S:45]([C:48]3[CH:54]=[CH:53][C:51]([CH3:52])=[CH:50][CH:49]=3)(=[O:47])=[O:46])[CH:33]=2)[C:29]([C:55]#[N:56])=[CH:28][N:27]=1, predict the reaction product. The product is: [OH:10][CH:7]1[CH2:8][CH2:9][CH:4]([C@H:2]([NH:1][C:26]2[N:31]=[C:30]([C:32]3[C:40]4[C:35](=[N:36][CH:37]=[C:38]([C:41]([F:43])([F:44])[F:42])[CH:39]=4)[N:34]([S:45]([C:48]4[CH:54]=[CH:53][C:51]([CH3:52])=[CH:50][CH:49]=4)(=[O:46])=[O:47])[CH:33]=3)[C:29]([C:55]#[N:56])=[CH:28][N:27]=2)[CH3:3])[CH2:5][CH2:6]1. (2) Given the reactants C1C=CC2N(O)N=NC=2C=1.[C:11]1([CH2:17][C:18]([OH:20])=O)[CH:16]=[CH:15][CH:14]=[CH:13][CH:12]=1.C(Cl)CCl.Cl.[NH2:26][CH:27]([CH:43]([CH3:45])[CH3:44])[C:28]([N:30]1[CH2:35][CH2:34][CH:33]([C:36]2[CH:41]=[CH:40][C:39]([Cl:42])=[CH:38][CH:37]=2)[CH2:32][CH2:31]1)=[O:29], predict the reaction product. The product is: [Cl:42][C:39]1[CH:40]=[CH:41][C:36]([CH:33]2[CH2:32][CH2:31][N:30]([C:28](=[O:29])[CH:27]([NH:26][C:18](=[O:20])[CH2:17][C:11]3[CH:12]=[CH:13][CH:14]=[CH:15][CH:16]=3)[CH:43]([CH3:45])[CH3:44])[CH2:35][CH2:34]2)=[CH:37][CH:38]=1.